This data is from TCR-epitope binding with 47,182 pairs between 192 epitopes and 23,139 TCRs. The task is: Binary Classification. Given a T-cell receptor sequence (or CDR3 region) and an epitope sequence, predict whether binding occurs between them. (1) The epitope is RISNCVADY. The TCR CDR3 sequence is CASSTRGGSDIQYF. Result: 1 (the TCR binds to the epitope). (2) The epitope is CINGVCWTV. The TCR CDR3 sequence is CSNQPQHF. Result: 0 (the TCR does not bind to the epitope).